Predict the product of the given reaction. From a dataset of Forward reaction prediction with 1.9M reactions from USPTO patents (1976-2016). (1) Given the reactants [N+:1]([C:4]1[S:8][CH:7]=[C:6]([C:9]([OH:11])=O)[CH:5]=1)([O-:3])=[O:2].[N:12]1[C:21]2[C:16](=[CH:17][CH:18]=[CH:19][CH:20]=2)[CH:15]=[CH:14][C:13]=1[NH:22][C@H:23]1[CH2:28][CH2:27][C@@H:26]([NH2:29])[CH2:25][CH2:24]1.CCN(CC)CC.C1C=CC2N(O)N=NC=2C=1.O.CCN=C=NCCCN(C)C.[ClH:59].Cl, predict the reaction product. The product is: [ClH:59].[N:12]1[C:21]2[C:16](=[CH:17][CH:18]=[CH:19][CH:20]=2)[CH:15]=[CH:14][C:13]=1[NH:22][C@@H:23]1[CH2:24][CH2:25][C@H:26]([NH:29][C:9]([C:6]2[CH:5]=[C:4]([N+:1]([O-:3])=[O:2])[S:8][CH:7]=2)=[O:11])[CH2:27][CH2:28]1. (2) Given the reactants [F:1][C:2]([F:9])([F:8])[S:3][CH:4]([CH3:7])[CH2:5][OH:6].C(N(CC)C(C)C)(C)C.[F:19][C:20]([F:33])([F:32])[S:21](O[S:21]([C:20]([F:33])([F:32])[F:19])(=[O:23])=[O:22])(=[O:23])=[O:22], predict the reaction product. The product is: [F:19][C:20]([F:33])([F:32])[S:21]([O:6][CH2:5][CH:4]([S:3][C:2]([F:9])([F:8])[F:1])[CH3:7])(=[O:23])=[O:22].